This data is from Reaction yield outcomes from USPTO patents with 853,638 reactions. The task is: Predict the reaction yield, written as a fraction of the theoretical maximum amount of product (1.0 means a 100% yield; for example, 0.34 means a 34% yield). (1) The reactants are C(N(C(C)C)C(C)C)C.Cl[C:11]1[C:12]2[C:19]([Cl:20])=[CH:18][NH:17][C:13]=2[N:14]=[CH:15][N:16]=1.C1(C(C2C=CC=CC=2)=[N:28][CH2:29][C:30]2([C:36]3[CH:41]=[CH:40][CH:39]=[C:38]([C:42]4[CH:43]=[N:44][N:45]([CH3:47])[CH:46]=4)[CH:37]=3)[CH2:35][CH2:34][NH:33][CH2:32][CH2:31]2)C=CC=CC=1.Cl.C(O)(C)C. The catalyst is C(O)CCC.O. The product is [Cl:20][C:19]1[C:12]2[C:11]([N:33]3[CH2:32][CH2:31][C:30]([CH2:29][NH2:28])([C:36]4[CH:41]=[CH:40][CH:39]=[C:38]([C:42]5[CH:43]=[N:44][N:45]([CH3:47])[CH:46]=5)[CH:37]=4)[CH2:35][CH2:34]3)=[N:16][CH:15]=[N:14][C:13]=2[NH:17][CH:18]=1. The yield is 0.334. (2) The reactants are C([N-][CH:5]([CH3:7])[CH3:6])(C)C.[Li+].[Li]CCCC.C(NC(C)C)(C)C.[O:21]1[C:25](=[O:26])[CH2:24][C@H:23]2C=C[CH2:29][C@@H:22]12.CI. The catalyst is C1COCC1. The product is [CH3:23][C@H:24]1[C:25](=[O:26])[O:21][C@@H:22]2[CH2:29][CH:7]=[CH:5][C@H:6]12. The yield is 0.950. (3) The reactants are CC(C)(S([NH:6][CH2:7][C:8]1[N:16]2[C:11]([CH2:12][CH2:13][CH2:14][CH2:15]2)=[CH:10][C:9]=1[C:17]([O:19][CH3:20])=[O:18])=O)C.Cl.C(OCC)C.C([O-])(O)=O.[Na+]. The catalyst is ClCCl. The product is [NH2:6][CH2:7][C:8]1[N:16]2[C:11]([CH2:12][CH2:13][CH2:14][CH2:15]2)=[CH:10][C:9]=1[C:17]([O:19][CH3:20])=[O:18]. The yield is 0.940. (4) The product is [CH3:1][C@@H:2]1[CH2:3][NH:4][CH2:5][C@@H:6]1[C:7]1[N:11]2[C:12]3[CH:18]=[CH:17][N:16]([S:19]([C:22]4[CH:23]=[CH:24][C:25]([CH3:26])=[CH:27][CH:28]=4)(=[O:21])=[O:20])[C:13]=3[N:14]=[CH:15][C:10]2=[N:9][CH:8]=1. The catalyst is CCOC(C)=O. The reactants are [CH3:1][C@H:2]1[C@@H:6]([C:7]2[N:11]3[C:12]4[CH:18]=[CH:17][N:16]([S:19]([C:22]5[CH:28]=[CH:27][C:25]([CH3:26])=[CH:24][CH:23]=5)(=[O:21])=[O:20])[C:13]=4[N:14]=[CH:15][C:10]3=[N:9][CH:8]=2)[CH2:5][N:4](C(OCC2C=CC=CC=2)=O)[CH2:3]1.Br.C(O)(=O)C. The yield is 0.390. (5) The reactants are [CH:1]1([CH:7]=[O:8])[CH2:6][CH2:5][CH2:4][CH2:3][CH2:2]1.C(O[CH2:13][CH:14]=[CH2:15])(=O)C.O.CCN(CC)CC.CC1C(C)=C(C)C(C)=C(C)C=1C. The catalyst is O1CCOCC1. The product is [CH:1]1([CH:7]([OH:8])[CH2:15][CH:14]=[CH2:13])[CH2:6][CH2:5][CH2:4][CH2:3][CH2:2]1. The yield is 0.820. (6) The reactants are [Cl:1][CH:2]([Cl:27])[C:3]([NH:5][CH:6]([CH2:25][F:26])[CH:7]([O:18][C:19](=[O:24])[CH2:20][CH2:21][CH2:22][Br:23])[C:8]1[CH:13]=[CH:12][C:11]([S:14]([CH3:17])(=[O:16])=[O:15])=[CH:10][CH:9]=1)=[O:4].[CH3:28][N:29]1[CH:33]=[CH:32][N:31]=[CH:30]1. The catalyst is O1CCCC1.CCOCC. The product is [Br-:23].[Cl:1][CH:2]([Cl:27])[C:3]([NH:5][CH:6]([CH2:25][F:26])[CH:7]([C:8]1[CH:13]=[CH:12][C:11]([S:14]([CH3:17])(=[O:16])=[O:15])=[CH:10][CH:9]=1)[O:18][C:19]([CH2:20][CH2:21][CH2:22][N+:31]1[CH:32]=[CH:33][N:29]([CH3:28])[CH:30]=1)=[O:24])=[O:4]. The yield is 0.560.